This data is from Full USPTO retrosynthesis dataset with 1.9M reactions from patents (1976-2016). The task is: Predict the reactants needed to synthesize the given product. (1) Given the product [Br:12][C:13]1[CH:20]=[CH:19][C:16]([CH2:17][N:7]2[CH:11]=[CH:10][N:9]=[CH:8]2)=[CH:15][CH:14]=1, predict the reactants needed to synthesize it. The reactants are: CS(C)=O.[OH-].[K+].[NH:7]1[CH:11]=[CH:10][N:9]=[CH:8]1.[Br:12][C:13]1[CH:20]=[CH:19][C:16]([CH2:17]Br)=[CH:15][CH:14]=1. (2) Given the product [O:1]1[C:5]2[CH:6]=[CH:7][C:8]([CH2:10][N:11]3[C:20]([CH2:21][O:22][CH2:33][C:34]4[CH:39]=[CH:38][CH:37]=[CH:36][CH:35]=4)=[C:19]([C:23]4[CH:28]=[CH:27][CH:26]=[CH:25][CH:24]=4)[C:18]4[C:13](=[CH:14][CH:15]=[C:16]([Br:29])[CH:17]=4)[C:12]3=[O:30])=[CH:9][C:4]=2[O:3][CH2:2]1, predict the reactants needed to synthesize it. The reactants are: [O:1]1[C:5]2[CH:6]=[CH:7][C:8]([CH2:10][N:11]3[C:20]([CH2:21][OH:22])=[C:19]([C:23]4[CH:28]=[CH:27][CH:26]=[CH:25][CH:24]=4)[C:18]4[C:13](=[CH:14][CH:15]=[C:16]([Br:29])[CH:17]=4)[C:12]3=[O:30])=[CH:9][C:4]=2[O:3][CH2:2]1.[H-].[Na+].[CH2:33](Br)[C:34]1[CH:39]=[CH:38][CH:37]=[CH:36][CH:35]=1.O. (3) Given the product [F:16][C:15]([F:17])([F:18])[C:14]([C:20]([F:21])([F:22])[F:23])([OH:19])/[CH:13]=[CH:12]\[CH2:11][C:10]([CH3:25])([CH3:24])[CH2:9][CH2:8][CH2:7][CH2:6][OH:5], predict the reactants needed to synthesize it. The reactants are: C([O:5][CH2:6][CH2:7][CH2:8][CH2:9][C:10]([CH3:25])([CH3:24])[CH2:11][C:12]#[C:13][C:14]([C:20]([F:23])([F:22])[F:21])([OH:19])[C:15]([F:18])([F:17])[F:16])(C)(C)C.[H][H].